Dataset: Forward reaction prediction with 1.9M reactions from USPTO patents (1976-2016). Task: Predict the product of the given reaction. (1) Given the reactants [C:1]([O:5][C:6]([NH:8][CH:9]([C:23]1[CH:28]=[CH:27][CH:26]=[C:25]([N+:29]([O-:31])=[O:30])[CH:24]=1)[CH2:10][CH2:11]OS(C1C=CC(C)=CC=1)(=O)=O)=[O:7])([CH3:4])([CH3:3])[CH3:2].[C-:32]#[N:33].[Na+].O, predict the reaction product. The product is: [C:1]([O:5][C:6](=[O:7])[NH:8][CH:9]([C:23]1[CH:28]=[CH:27][CH:26]=[C:25]([N+:29]([O-:31])=[O:30])[CH:24]=1)[CH2:10][CH2:11][C:32]#[N:33])([CH3:2])([CH3:3])[CH3:4]. (2) Given the reactants Cl[C:2]1[N:7]=[C:6]([C:8]2[S:12][C:11]([NH:13][S:14]([CH2:17][C:18]([F:21])([F:20])[F:19])(=[O:16])=[O:15])=[N:10][C:9]=2[C:22]2[CH:23]=[C:24]([NH:28][C:29](=[O:38])[C:30]3[C:35]([F:36])=[CH:34][CH:33]=[CH:32][C:31]=3[F:37])[CH:25]=[CH:26][CH:27]=2)[CH:5]=[CH:4][N:3]=1.[CH3:39][N:40]([CH3:52])[CH2:41][CH2:42][O:43][C:44]1[CH:49]=[CH:48][C:47]([NH:50]C)=[CH:46][CH:45]=1, predict the reaction product. The product is: [CH3:39][N:40]([CH3:52])[CH2:41][CH2:42][O:43][C:44]1[CH:49]=[CH:48][C:47]([NH:50][C:2]2[N:7]=[C:6]([C:8]3[S:12][C:11]([NH:13][S:14]([CH2:17][C:18]([F:19])([F:20])[F:21])(=[O:16])=[O:15])=[N:10][C:9]=3[C:22]3[CH:23]=[C:24]([NH:28][C:29](=[O:38])[C:30]4[C:35]([F:36])=[CH:34][CH:33]=[CH:32][C:31]=4[F:37])[CH:25]=[CH:26][CH:27]=3)[CH:5]=[CH:4][N:3]=2)=[CH:46][CH:45]=1. (3) Given the reactants [Cl:1][C:2]1[C:3]([F:19])=[CH:4][C:5]([F:18])=[C:6]([S:8]([NH:11][C:12]2[CH:17]=[CH:16][N:15]=[CH:14][N:13]=2)(=[O:10])=[O:9])[CH:7]=1.[CH2:20]([O:22][CH2:23]Cl)[CH3:21], predict the reaction product. The product is: [Cl:1][C:2]1[C:3]([F:19])=[CH:4][C:5]([F:18])=[C:6]([S:8](/[N:11]=[C:12]2/[N:13]=[CH:14][N:15]([CH2:23][O:22][CH2:20][CH3:21])[CH:16]=[CH:17]/2)(=[O:9])=[O:10])[CH:7]=1. (4) Given the reactants C([O:5][C:6](=[O:44])[CH2:7][O:8][C:9]1[CH:14]=[CH:13][C:12]([NH:15][C:16](=[O:42])[CH:17]([N:24]2[C:28]3[CH:29]=[C:30]([F:34])[C:31]([F:33])=[CH:32][C:27]=3[N:26]=[C:25]2[C:35]2[CH:40]=[CH:39][C:38]([Cl:41])=[CH:37][CH:36]=2)[CH:18]2[CH2:23][CH2:22][CH2:21][CH2:20][CH2:19]2)=[C:11]([F:43])[CH:10]=1)(C)(C)C.FC(F)(F)C(O)=O, predict the reaction product. The product is: [Cl:41][C:38]1[CH:39]=[CH:40][C:35]([C:25]2[N:24]([CH:17]([CH:18]3[CH2:23][CH2:22][CH2:21][CH2:20][CH2:19]3)[C:16]([NH:15][C:12]3[CH:13]=[CH:14][C:9]([O:8][CH2:7][C:6]([OH:44])=[O:5])=[CH:10][C:11]=3[F:43])=[O:42])[C:28]3[CH:29]=[C:30]([F:34])[C:31]([F:33])=[CH:32][C:27]=3[N:26]=2)=[CH:36][CH:37]=1. (5) Given the reactants [CH2:1]([CH:3]([CH2:20][CH3:21])[CH:4]([NH2:19])[C:5]1[N:9]([CH2:10][C:11]2[CH:16]=[CH:15][C:14]([O:17][CH3:18])=[CH:13][CH:12]=2)[N:8]=[CH:7][CH:6]=1)[CH3:2].[Br:22][C:23]1[CH:28]=[CH:27][C:26]([S:29](Cl)(=[O:31])=[O:30])=[CH:25][CH:24]=1.S(Cl)(Cl)(=O)=O, predict the reaction product. The product is: [Br:22][C:23]1[CH:28]=[CH:27][C:26]([S:29]([NH:19][CH:4]([C:5]2[N:9]([CH2:10][C:11]3[CH:12]=[CH:13][C:14]([O:17][CH3:18])=[CH:15][CH:16]=3)[N:8]=[CH:7][CH:6]=2)[CH:3]([CH2:1][CH3:2])[CH2:20][CH3:21])(=[O:31])=[O:30])=[CH:25][CH:24]=1. (6) Given the reactants [OH:1][CH:2](C)[CH2:3][O:4][CH2:5][C:6]1[CH:7]=[CH:8][C:9]([N:12]2[CH:16]=[CH:15][C:14]([CH:17]([C:19]3[CH:28]=[CH:27][C:22]4[NH:23][C:24](=[O:26])[S:25][C:21]=4[CH:20]=3)[CH3:18])=[N:13]2)=[N:10][CH:11]=1.[CH3:30]CO.C(#N)C, predict the reaction product. The product is: [OH:1][CH2:2][CH2:3][O:4][CH:5]([C:6]1[CH:7]=[CH:8][C:9]([N:12]2[CH:16]=[CH:15][C:14]([CH:17]([C:19]3[CH:28]=[CH:27][C:22]4[NH:23][C:24](=[O:26])[S:25][C:21]=4[CH:20]=3)[CH3:18])=[N:13]2)=[N:10][CH:11]=1)[CH3:30].